This data is from Forward reaction prediction with 1.9M reactions from USPTO patents (1976-2016). The task is: Predict the product of the given reaction. (1) Given the reactants [C:1]([O:5][C:6]([N:8]1[CH2:13][CH2:12][N:11]2[C:14]([C:20]([F:23])([F:22])[F:21])=[N:15][C:16]([C:17](O)=[O:18])=[C:10]2[CH2:9]1)=[O:7])([CH3:4])([CH3:3])[CH3:2].Cl.[CH3:25][NH:26][CH3:27].C(N(CC)C(C)C)(C)C, predict the reaction product. The product is: [CH3:25][N:26]([CH3:27])[C:17]([C:16]1[N:15]=[C:14]([C:20]([F:21])([F:22])[F:23])[N:11]2[CH2:12][CH2:13][N:8]([C:6]([O:5][C:1]([CH3:4])([CH3:3])[CH3:2])=[O:7])[CH2:9][C:10]=12)=[O:18]. (2) Given the reactants [C:1]([O:5][C:6]([NH:8][C@@H:9]1[CH2:13][CH2:12][C@:11]([CH2:17][CH2:18][O:19][CH3:20])([C:14]([OH:16])=O)[CH2:10]1)=[O:7])([CH3:4])([CH3:3])[CH3:2].Cl.Cl.[F:23][C:24]([F:38])([F:37])[C:25]1[CH:30]=[CH:29][N:28]=[C:27]([N:31]2[CH2:36][CH2:35][NH:34][CH2:33][CH2:32]2)[CH:26]=1.C(N(CC)CC)C.F[P-](F)(F)(F)(F)F.N1(OC(N(C)C)=[N+](C)C)C2C=CC=CC=2N=N1, predict the reaction product. The product is: [C:1]([O:5][C:6](=[O:7])[NH:8][C@@H:9]1[CH2:13][CH2:12][C@:11]([CH2:17][CH2:18][O:19][CH3:20])([C:14]([N:34]2[CH2:35][CH2:36][N:31]([C:27]3[CH:26]=[C:25]([C:24]([F:38])([F:23])[F:37])[CH:30]=[CH:29][N:28]=3)[CH2:32][CH2:33]2)=[O:16])[CH2:10]1)([CH3:2])([CH3:3])[CH3:4].